From a dataset of Catalyst prediction with 721,799 reactions and 888 catalyst types from USPTO. Predict which catalyst facilitates the given reaction. (1) Reactant: [CH2:1]([O:3][C:4]1[CH:5]=[C:6]2[C:11](=[CH:12][C:13]=1[O:14][CH2:15][CH3:16])[N:10]=[CH:9][C:8]([C:17]#[N:18])=[C:7]2[CH3:19])[CH3:2].[Li+].C[Si]([N-][Si](C)(C)C)(C)C.[C:30](OC)(=[O:37])[C:31]1[CH:36]=[CH:35][CH:34]=[N:33][CH:32]=1. Product: [CH2:1]([O:3][C:4]1[CH:5]=[C:6]2[C:11](=[CH:12][C:13]=1[O:14][CH2:15][CH3:16])[N:10]=[CH:9][C:8]([C:17]#[N:18])=[C:7]2[CH2:19][C:30]([C:31]1[CH:32]=[N:33][CH:34]=[CH:35][CH:36]=1)=[O:37])[CH3:2]. The catalyst class is: 1. (2) Reactant: C([O-])(=O)C.[NH4+].C([O:9][C:10]1[CH:26]=[CH:25][C:13]([C:14]([O:16][CH2:17][CH:18]2[CH2:22][O:21][C:20]([CH3:24])([CH3:23])[O:19]2)=[O:15])=[CH:12][CH:11]=1)(=O)C. Product: [OH:9][C:10]1[CH:11]=[CH:12][C:13]([C:14]([O:16][CH2:17][CH:18]2[CH2:22][O:21][C:20]([CH3:24])([CH3:23])[O:19]2)=[O:15])=[CH:25][CH:26]=1. The catalyst class is: 5. (3) Reactant: C[CH:2]1[CH2:6][CH2:5][CH2:4][C:3]1([C:10]1[CH:15]=[CH:14][CH:13]=[CH:12][C:11]=1F)[C:7]([OH:9])=[O:8].S(=O)(=O)(O)O.[C:22](=O)([O-])[O-].[Na+].[Na+]. Product: [C:10]1([C:3]2([C:7]([O:9][CH3:22])=[O:8])[CH2:4][CH2:5][CH2:6][CH2:2]2)[CH:15]=[CH:14][CH:13]=[CH:12][CH:11]=1. The catalyst class is: 5. (4) Reactant: [S:1](Cl)([C:4]1[CH:10]=[CH:9][C:7]([CH3:8])=[CH:6][CH:5]=1)(=[O:3])=[O:2].[CH2:12]([OH:16])[CH2:13][CH2:14][OH:15]. Product: [CH3:8][C:7]1[CH:9]=[CH:10][C:4]([S:1]([O:15][CH2:14][CH2:13][CH2:12][O:16][S:1]([C:4]2[CH:10]=[CH:9][C:7]([CH3:8])=[CH:6][CH:5]=2)(=[O:3])=[O:2])(=[O:3])=[O:2])=[CH:5][CH:6]=1. The catalyst class is: 17. (5) Reactant: [Cl:1][C:2]1[N:7]=[N:6][C:5]([CH:8]([CH3:14])[C:9]([O:11][CH2:12][CH3:13])=[O:10])=[CH:4][CH:3]=1.[CH3:15][Si](C)(C)[N-][Si](C)(C)C.[Li+].IC. Product: [Cl:1][C:2]1[N:7]=[N:6][C:5]([C:8]([CH3:15])([CH3:14])[C:9]([O:11][CH2:12][CH3:13])=[O:10])=[CH:4][CH:3]=1. The catalyst class is: 1. (6) Reactant: Cl.[F:2][C:3]1[CH:8]=[CH:7][C:6]([CH:9]([OH:23])[CH:10]([NH2:22])[CH2:11][C:12]2[CH:17]=[CH:16][C:15]([C:18]([F:21])([F:20])[F:19])=[CH:14][CH:13]=2)=[CH:5][CH:4]=1.[C:24]1([C:34](Cl)=[O:35])[C:33]2[C:28](=[CH:29][CH:30]=[CH:31][CH:32]=2)[CH:27]=[CH:26][CH:25]=1.C(=O)([O-])O.[Na+]. Product: [F:2][C:3]1[CH:4]=[CH:5][C:6]([CH:9]([OH:23])[CH:10]([NH:22][C:34]([C:24]2[C:33]3[C:28](=[CH:29][CH:30]=[CH:31][CH:32]=3)[CH:27]=[CH:26][CH:25]=2)=[O:35])[CH2:11][C:12]2[CH:17]=[CH:16][C:15]([C:18]([F:21])([F:20])[F:19])=[CH:14][CH:13]=2)=[CH:7][CH:8]=1. The catalyst class is: 84. (7) Reactant: Br[C:2]1[CH:7]=[CH:6][N:5]=[CH:4][C:3]=1[N:8]([CH3:25])[C:9](=[O:24])[C:10]1[CH:15]=[C:14]([C:16]([F:19])([F:18])[F:17])[CH:13]=[C:12]([C:20]([F:23])([F:22])[F:21])[CH:11]=1.[F:26][C:27]1[CH:32]=[CH:31][C:30](B(O)O)=[C:29]([O:36][CH3:37])[CH:28]=1. Product: [F:26][C:27]1[CH:32]=[CH:31][C:30]([C:2]2[CH:7]=[CH:6][N:5]=[CH:4][C:3]=2[N:8]([CH3:25])[C:9](=[O:24])[C:10]2[CH:15]=[C:14]([C:16]([F:19])([F:18])[F:17])[CH:13]=[C:12]([C:20]([F:23])([F:22])[F:21])[CH:11]=2)=[C:29]([O:36][CH3:37])[CH:28]=1. The catalyst class is: 3. (8) The catalyst class is: 8. Product: [OH:1][CH:2]1[CH2:16][C@@H:5]2[CH2:6][N:7]([C:9]([O:11][C:12]([CH3:14])([CH3:13])[CH3:15])=[O:10])[CH2:8][C@@H:4]2[CH2:3]1. Reactant: [O:1]=[C:2]1[CH2:16][C@@H:5]2[CH2:6][N:7]([C:9]([O:11][C:12]([CH3:15])([CH3:14])[CH3:13])=[O:10])[CH2:8][C@@H:4]2[CH2:3]1.[BH4-].[Na+]. (9) Reactant: [C:1]([C:4]1[CH:5]=[CH:6][C:7]([O:30][CH3:31])=[C:8]([CH2:10][CH2:11][N:12]2[CH2:17][CH2:16][CH:15]([N:18]3[C:26]4[C:21](=[CH:22][CH:23]=[C:24]([C:27]([NH2:29])=[O:28])[CH:25]=4)[CH:20]=[CH:19]3)[CH2:14][CH2:13]2)[CH:9]=1)(=[O:3])[CH3:2].[BH4-].[Na+]. Product: [OH:3][CH:1]([C:4]1[CH:5]=[CH:6][C:7]([O:30][CH3:31])=[C:8]([CH2:10][CH2:11][N:12]2[CH2:17][CH2:16][CH:15]([N:18]3[C:26]4[C:21](=[CH:22][CH:23]=[C:24]([C:27]([NH2:29])=[O:28])[CH:25]=4)[CH:20]=[CH:19]3)[CH2:14][CH2:13]2)[CH:9]=1)[CH3:2]. The catalyst class is: 5.